Dataset: Full USPTO retrosynthesis dataset with 1.9M reactions from patents (1976-2016). Task: Predict the reactants needed to synthesize the given product. (1) Given the product [CH3:25][C@@H:13]1[C@H:12]([NH:11][C:9](=[O:10])/[CH:8]=[CH:7]\[C@@H:5]([OH:4])[CH3:6])[CH2:17][C@H:16]([CH3:18])[C@H:15]([CH2:19]/[CH:20]=[C:21](\[CH3:24])/[CH:22]=[CH2:23])[O:14]1, predict the reactants needed to synthesize it. The reactants are: C([O:4][C@H:5](/[CH:7]=[CH:8]\[C:9]([NH:11][C@@H:12]1[CH2:17][C@H:16]([CH3:18])[C@H:15]([CH2:19]/[CH:20]=[C:21](\[CH3:24])/[CH:22]=[CH2:23])[O:14][C@@H:13]1[CH3:25])=[O:10])[CH3:6])(=O)C.C([O-])([O-])=O.[K+].[K+]. (2) Given the product [CH:36]1([CH2:35][O:34][CH:32]2[CH:31]([NH:43][C:6]([CH:8]3[CH2:12][CH2:11][CH2:10][N:9]3[C:13](=[O:27])[CH:14]([NH:16][C:17](=[O:26])[C:18]3[CH:23]=[CH:22][C:21]([NH2:24])=[C:20]([Cl:25])[CH:19]=3)[CH3:15])=[O:7])[CH2:30][C:29](=[O:28])[O:33]2)[CH2:37][CH2:42][CH2:41][CH2:40][CH2:39]1, predict the reactants needed to synthesize it. The reactants are: C(O[C:6]([CH:8]1[CH2:12][CH2:11][CH2:10][N:9]1[C:13](=[O:27])[CH:14]([NH:16][C:17](=[O:26])[C:18]1[CH:23]=[CH:22][C:21]([NH2:24])=[C:20]([Cl:25])[CH:19]=1)[CH3:15])=[O:7])(C)(C)C.[O:28]=[C:29]1[O:33][CH:32]([O:34][CH2:35][CH2:36][C:37]2[CH:42]=[CH:41][CH:40]=[CH:39]C=2)[CH:31]([NH:43]C(C2CCCN2C(=O)C(NC(=O)C2C=CC(N)=C(Cl)C=2)C)=O)[CH2:30]1. (3) Given the product [OH:8][C:7]1[CH:9]=[CH:10][C:2]([C:1]([O:12][CH2:28][CH2:27][CH2:26][CH2:25][CH:24]=[CH2:23])=[O:11])=[CH:3][C:4]=1[O:5][CH3:6], predict the reactants needed to synthesize it. The reactants are: [C:1]([OH:12])(=[O:11])[C:2]1[CH:10]=[CH:9][C:7]([OH:8])=[C:4]([O:5][CH3:6])[CH:3]=1.C(N(C(C)C)CC)(C)C.Br[CH2:23][CH2:24][CH2:25][CH2:26][CH:27]=[CH2:28]. (4) Given the product [NH2:13][C@@H:6]([C@@H:7]([OH:12])[CH2:8][CH2:9][CH2:10][CH3:11])[CH2:5][C:4]1[CH:21]=[C:22]([F:24])[CH:23]=[C:2]([F:1])[CH:3]=1, predict the reactants needed to synthesize it. The reactants are: [F:1][C:2]1[CH:3]=[C:4]([CH:21]=[C:22]([F:24])[CH:23]=1)[CH2:5][C@@H:6]([NH:13]C(=O)OC(C)(C)C)[C@@H:7]([OH:12])[CH2:8][CH2:9][CH2:10][CH3:11].C([C@H](NC(=O)OC(C)(C)C)[C@@H](O)CCCC)C1C=CC=CC=1. (5) Given the product [F:22][C:23]1[CH:28]=[CH:27][C:26]([CH2:29][N:30]2[C:17](=[O:18])[C:16]([C:11]3[NH:10][C:9]4[CH:20]=[CH:21][C:6]([NH:5][S:2]([CH3:1])(=[O:4])=[O:3])=[CH:7][C:8]=4[S:13](=[O:15])(=[O:14])[N:12]=3)=[C:42]([OH:43])[C@H:32]3[C@@H:31]2[CH:39]2[CH2:38][CH:37]4[CH2:41][CH:33]3[CH2:34][CH:35]([CH2:36]4)[CH2:40]2)=[CH:25][CH:24]=1, predict the reactants needed to synthesize it. The reactants are: [CH3:1][S:2]([NH:5][C:6]1[CH:21]=[CH:20][C:9]2[NH:10][C:11]([CH2:16][C:17](O)=[O:18])=[N:12][S:13](=[O:15])(=[O:14])[C:8]=2[CH:7]=1)(=[O:4])=[O:3].[F:22][C:23]1[CH:28]=[CH:27][C:26]([CH2:29][NH:30][C@H:31]2[CH:39]3[CH2:40][CH:35]4[CH2:36][CH:37]([CH2:41][CH:33]([CH2:34]4)[C@H:32]2[C:42](OCC)=[O:43])[CH2:38]3)=[CH:25][CH:24]=1.Cl.CN(C)CCCN=C=NCC.C(N(CC)CC)C.Cl.